This data is from Catalyst prediction with 721,799 reactions and 888 catalyst types from USPTO. The task is: Predict which catalyst facilitates the given reaction. (1) Reactant: [C:1]([C:5]1[CH:10]=[CH:9][CH:8]=[CH:7][C:6]=1[N:11]1[CH2:16][CH2:15][N:14]([C:17](=[O:27])[C:18]([NH:20][CH:21]2[CH2:26][CH2:25]S[CH2:23][CH2:22]2)=[O:19])[CH2:13][CH2:12]1)([CH3:4])([CH3:3])[CH3:2].ClC1C=CC=C(C(OO)=O)C=1.[OH:39][S:40]([O-:42])=O.[Na+].C([O-])(O)=O.[Na+]. Product: [C:1]([C:5]1[CH:10]=[CH:9][CH:8]=[CH:7][C:6]=1[N:11]1[CH2:12][CH2:13][N:14]([C:17](=[O:27])[C:18]([NH:20][CH:21]2[CH2:22][CH2:23][S:40](=[O:42])(=[O:39])[CH2:25][CH2:26]2)=[O:19])[CH2:15][CH2:16]1)([CH3:3])([CH3:4])[CH3:2]. The catalyst class is: 13. (2) Reactant: [NH2:1][C:2]1[N:6]([C:7]2[CH:12]=[CH:11][CH:10]=[CH:9][C:8]=2[CH3:13])[N:5]=[CH:4][C:3]=1[C:14]([NH2:16])=[O:15].[Br:17][C:18]1[CH:23]=[CH:22][CH:21]=[CH:20][C:19]=1[CH2:24][C:25](OC)=O.[O-]CC.[Na+].O. Product: [Br:17][C:18]1[CH:23]=[CH:22][CH:21]=[CH:20][C:19]=1[CH2:24][C:25]1[NH:16][C:14](=[O:15])[C:3]2[CH:4]=[N:5][N:6]([C:7]3[CH:12]=[CH:11][CH:10]=[CH:9][C:8]=3[CH3:13])[C:2]=2[N:1]=1. The catalyst class is: 162. (3) Reactant: [BH4-].[Na+].[Cl:3][C:4]1[CH:5]=[CH:6][C:7]2[N:8]([C:10]([CH:16]=[O:17])=[C:11]([CH:13]3[CH2:15][CH2:14]3)[N:12]=2)[N:9]=1. Product: [Cl:3][C:4]1[CH:5]=[CH:6][C:7]2[N:8]([C:10]([CH2:16][OH:17])=[C:11]([CH:13]3[CH2:14][CH2:15]3)[N:12]=2)[N:9]=1. The catalyst class is: 5. (4) Reactant: [Cl:1][C:2]1[CH:3]=[C:4]([CH2:10][CH2:11][C:12]2[NH:16][N:15]=[C:14]([NH2:17])[CH:13]=2)[CH:5]=[C:6]([O:8][CH3:9])[CH:7]=1.C(N(C(C)C)C(C)C)C.[Cl:27][C:28]1[N:33]=[C:32](Cl)[CH:31]=[CH:30][N:29]=1. Product: [Cl:27][C:28]1[N:33]=[C:32]([NH:17][C:14]2[CH:13]=[C:12]([CH2:11][CH2:10][C:4]3[CH:5]=[C:6]([O:8][CH3:9])[CH:7]=[C:2]([Cl:1])[CH:3]=3)[NH:16][N:15]=2)[CH:31]=[CH:30][N:29]=1. The catalyst class is: 8.